From a dataset of Peptide-MHC class II binding affinity with 134,281 pairs from IEDB. Regression. Given a peptide amino acid sequence and an MHC pseudo amino acid sequence, predict their binding affinity value. This is MHC class II binding data. (1) The peptide sequence is AAGDGNIVAVDIKPK. The MHC is HLA-DQA10301-DQB10302 with pseudo-sequence HLA-DQA10301-DQB10302. The binding affinity (normalized) is 0.301. (2) The peptide sequence is VHTGDQHQVGNETQG. The MHC is DRB1_1101 with pseudo-sequence DRB1_1101. The binding affinity (normalized) is 0.0135. (3) The peptide sequence is GELQIVDKPDAAFKI. The MHC is DRB4_0101 with pseudo-sequence DRB4_0103. The binding affinity (normalized) is 0.642. (4) The peptide sequence is AKKYFAATQFEPLAA. The MHC is HLA-DPA10201-DPB11401 with pseudo-sequence HLA-DPA10201-DPB11401. The binding affinity (normalized) is 0.824. (5) The peptide sequence is FQLNLTDSPETHHYR. The MHC is DRB1_0101 with pseudo-sequence DRB1_0101. The binding affinity (normalized) is 0.554. (6) The peptide sequence is GELQIVDKIDAAEKI. The MHC is DRB1_0701 with pseudo-sequence DRB1_0701. The binding affinity (normalized) is 0.630. (7) The peptide sequence is NSGGGVEGIGLQYLG. The MHC is DRB1_1301 with pseudo-sequence DRB1_1301. The binding affinity (normalized) is 0.189.